From a dataset of Forward reaction prediction with 1.9M reactions from USPTO patents (1976-2016). Predict the product of the given reaction. (1) The product is: [F:19][C:20]1[CH:21]=[CH:22][C:23]([O:26][CH2:27][CH2:28][C:29]([N:4]2[CH2:5][CH2:6][N:1]([C:7]3[CH:14]=[CH:13][CH:12]=[C:11]([C:15]([F:16])([F:18])[F:17])[C:8]=3[C:9]#[N:10])[CH2:2][CH2:3]2)=[O:30])=[CH:24][CH:25]=1. Given the reactants [N:1]1([C:7]2[CH:14]=[CH:13][CH:12]=[C:11]([C:15]([F:18])([F:17])[F:16])[C:8]=2[C:9]#[N:10])[CH2:6][CH2:5][NH:4][CH2:3][CH2:2]1.[F:19][C:20]1[CH:25]=[CH:24][C:23]([O:26][CH2:27][CH2:28][C:29](O)=[O:30])=[CH:22][CH:21]=1.CCN(C(C)C)C(C)C.CN(C(ON1N=NC2C=CC=NC1=2)=[N+](C)C)C.F[P-](F)(F)(F)(F)F, predict the reaction product. (2) Given the reactants [O:1]1[CH2:6][CH2:5]OCC1.Cl.C(OC([N:15]1[CH2:20][CH2:19][CH:18]([C:21]2[CH:26]=[C:25]([Cl:27])[CH:24]=[CH:23][C:22]=2[I:28])[CH2:17][CH2:16]1)=O)(C)(C)C.C(N(CC)CC)C.C(Cl)(=O)C, predict the reaction product. The product is: [Cl:27][C:25]1[CH:24]=[CH:23][C:22]([I:28])=[C:21]([CH:18]2[CH2:19][CH2:20][N:15]([C:6](=[O:1])[CH3:5])[CH2:16][CH2:17]2)[CH:26]=1. (3) Given the reactants [Cl:1][C:2]1[C:10]([F:11])=[CH:9][C:5]([C:6]([OH:8])=[O:7])=[C:4]([F:12])[CH:3]=1.OS(O)(=O)=O.[CH3:18][CH2:19]O, predict the reaction product. The product is: [CH2:18]([O:7][C:6](=[O:8])[C:5]1[CH:9]=[C:10]([F:11])[C:2]([Cl:1])=[CH:3][C:4]=1[F:12])[CH3:19]. (4) Given the reactants [Br:1][C:2]1[CH:7]=[CH:6][C:5]([S:8](Cl)(=[O:10])=[O:9])=[C:4]([C:12]([F:15])([F:14])[F:13])[CH:3]=1.[CH2:16]([NH2:18])[CH3:17], predict the reaction product. The product is: [Br:1][C:2]1[CH:7]=[CH:6][C:5]([S:8]([NH:18][CH2:16][CH3:17])(=[O:10])=[O:9])=[C:4]([C:12]([F:15])([F:14])[F:13])[CH:3]=1. (5) Given the reactants [N+:1]([C:4]1[CH:5]=[N:6][CH:7]=[CH:8][C:9]=1[N:10]1[CH2:15][C@H:14]([C:16]([F:19])([F:18])[F:17])[CH2:13][C@H:12]([NH:20][C:21](=[O:27])[O:22][C:23]([CH3:26])([CH3:25])[CH3:24])[CH2:11]1)([O-])=O.CC(O)=O, predict the reaction product. The product is: [NH2:1][C:4]1[CH:5]=[N:6][CH:7]=[CH:8][C:9]=1[N:10]1[CH2:15][C@H:14]([C:16]([F:17])([F:19])[F:18])[CH2:13][C@H:12]([NH:20][C:21](=[O:27])[O:22][C:23]([CH3:25])([CH3:24])[CH3:26])[CH2:11]1. (6) Given the reactants [Cl:1][C:2]1[CH:7]=[CH:6][C:5]([CH:8]([OH:29])[CH2:9][CH2:10][N:11]2[CH2:16][CH2:15][CH:14]([C:17]3[CH:18]=[C:19]([NH:23][C:24](=[O:28])[CH:25]([CH3:27])[CH3:26])[CH:20]=[CH:21][CH:22]=3)[CH2:13][CH2:12]2)=[CH:4][CH:3]=1.[F:30][C:31]1[CH:36]=[CH:35][C:34](O)=[CH:33][CH:32]=1, predict the reaction product. The product is: [Cl:1][C:2]1[CH:3]=[CH:4][C:5]([CH:8]([O:29][C:34]2[CH:35]=[CH:36][C:31]([F:30])=[CH:32][CH:33]=2)[CH2:9][CH2:10][N:11]2[CH2:16][CH2:15][CH:14]([C:17]3[CH:18]=[C:19]([NH:23][C:24](=[O:28])[CH:25]([CH3:26])[CH3:27])[CH:20]=[CH:21][CH:22]=3)[CH2:13][CH2:12]2)=[CH:6][CH:7]=1. (7) Given the reactants [F:1][C:2]1[CH:10]=[CH:9][CH:8]=[CH:7][C:3]=1[C:4](O)=O.[C:11](Cl)([C:13](Cl)=O)=O.CC[N:19]([CH2:22][CH3:23])CC.[C:24](O[Na])([CH3:26])=O.[CH3:29][N:30](C=O)C, predict the reaction product. The product is: [F:1][C:2]1[CH:10]=[CH:9][CH:8]=[CH:7][C:3]=1[C:4]1[NH:19][C:22]2[CH:23]=[CH:24][CH:26]=[C:11]([CH3:13])[C:29]=2[N:30]=1. (8) Given the reactants [Cl:1][C:2]1[N:11]=[C:10](Cl)[C:9]2[C:4](=[CH:5][CH:6]=[CH:7][CH:8]=2)[N:3]=1.[CH3:13][O:14][C:15]1[CH:20]=[CH:19][C:18]([CH2:21][CH2:22][NH2:23])=[CH:17][CH:16]=1.CCN(C(C)C)C(C)C, predict the reaction product. The product is: [Cl:1][C:2]1[N:11]=[C:10]([NH:23][CH2:22][CH2:21][C:18]2[CH:19]=[CH:20][C:15]([O:14][CH3:13])=[CH:16][CH:17]=2)[C:9]2[C:4](=[CH:5][CH:6]=[CH:7][CH:8]=2)[N:3]=1. (9) Given the reactants CS([C:5]1[N:10]=[C:9]([C:11]2[C:12]([CH3:22])=[N:13][N:14]([C:16]3[CH:21]=[CH:20][CH:19]=[CH:18][CH:17]=3)[CH:15]=2)[CH:8]=[CH:7][N:6]=1)(=O)=O, predict the reaction product. The product is: [CH3:22][C:12]1[C:11]([C:9]2[CH:8]=[CH:7][N:6]=[C:5]([NH:14][C:16]3[CH:21]=[CH:20][CH:19]=[CH:18][CH:17]=3)[N:10]=2)=[CH:15][N:14]([C:16]2[CH:21]=[CH:20][CH:19]=[CH:18][CH:17]=2)[N:13]=1. (10) The product is: [O:11]=[C:8]1[N:7]([C:12]2[CH:13]=[CH:14][CH:15]=[CH:16][CH:17]=2)[CH:6]=[C:5]([C:3]([OH:4])=[O:2])[CH:10]=[CH:9]1. Given the reactants C[O:2][C:3]([C:5]1[CH:10]=[CH:9][C:8](=[O:11])[N:7]([C:12]2[CH:17]=[CH:16][CH:15]=[CH:14][CH:13]=2)[CH:6]=1)=[O:4].O.[OH-].[Li+], predict the reaction product.